This data is from Catalyst prediction with 721,799 reactions and 888 catalyst types from USPTO. The task is: Predict which catalyst facilitates the given reaction. Reactant: [Cl:1][C:2]1[C:11]2[CH:10]=[N:9][CH:8]=[N:7][C:6]=2[N:5]=[C:4](Cl)[C:3]=1[C:13]1[C:18]([F:19])=[CH:17][C:16]([F:20])=[CH:15][C:14]=1[F:21].[CH3:22][CH:23]1[CH2:28][CH2:27][NH:26][CH2:25][CH2:24]1.O. Product: [Cl:1][C:2]1[C:11]2[CH:10]=[N:9][CH:8]=[N:7][C:6]=2[N:5]=[C:4]([N:26]2[CH2:27][CH2:28][CH:23]([CH3:22])[CH2:24][CH2:25]2)[C:3]=1[C:13]1[C:18]([F:19])=[CH:17][C:16]([F:20])=[CH:15][C:14]=1[F:21]. The catalyst class is: 236.